Dataset: HIV replication inhibition screening data with 41,000+ compounds from the AIDS Antiviral Screen. Task: Binary Classification. Given a drug SMILES string, predict its activity (active/inactive) in a high-throughput screening assay against a specified biological target. (1) The result is 0 (inactive). The drug is O=C(O)c1nn(-c2ccccn2)c(O)c1N=Nc1ccc(C=Cc2ccc(N=Nc3c(C(=O)O)nn(-c4ccccn4)c3O)cc2S(=O)(=O)O)c(S(=O)(=O)O)c1.[MgH2].[NaH]. (2) The drug is CSc1c(C#N)c(=O)n(N)c2[nH]nc(C)c12. The result is 0 (inactive). (3) The compound is CCOC(=O)c1c(C)nc2c3ccccc3c(C#N)c(C)n12. The result is 0 (inactive). (4) The compound is COc1cccc(C=C2N=C(c3ccccc3)OC2=O)c1OC. The result is 0 (inactive). (5) The result is 0 (inactive). The drug is CN(C)C(=S)SSC(C)(C)C. (6) The molecule is O=C1C(Br)=C(c2ccccc2)C(c2ccccc2)=C1c1ccccc1. The result is 0 (inactive).